From a dataset of NCI-60 drug combinations with 297,098 pairs across 59 cell lines. Regression. Given two drug SMILES strings and cell line genomic features, predict the synergy score measuring deviation from expected non-interaction effect. (1) Drug 1: CCN(CC)CCCC(C)NC1=C2C=C(C=CC2=NC3=C1C=CC(=C3)Cl)OC. Cell line: NCI/ADR-RES. Drug 2: CN(C(=O)NC(C=O)C(C(C(CO)O)O)O)N=O. Synergy scores: CSS=12.3, Synergy_ZIP=-3.83, Synergy_Bliss=-4.79, Synergy_Loewe=-27.6, Synergy_HSA=-7.09. (2) Drug 1: CC1=C(C=C(C=C1)C(=O)NC2=CC(=CC(=C2)C(F)(F)F)N3C=C(N=C3)C)NC4=NC=CC(=N4)C5=CN=CC=C5. Drug 2: C1=CC=C(C=C1)NC(=O)CCCCCCC(=O)NO. Cell line: 786-0. Synergy scores: CSS=6.64, Synergy_ZIP=-1.82, Synergy_Bliss=-2.06, Synergy_Loewe=1.21, Synergy_HSA=-0.711. (3) Drug 1: CC(C1=C(C=CC(=C1Cl)F)Cl)OC2=C(N=CC(=C2)C3=CN(N=C3)C4CCNCC4)N. Drug 2: C1=C(C(=O)NC(=O)N1)N(CCCl)CCCl. Cell line: MALME-3M. Synergy scores: CSS=22.4, Synergy_ZIP=-0.876, Synergy_Bliss=2.73, Synergy_Loewe=-0.216, Synergy_HSA=2.51. (4) Drug 1: C1CCN(CC1)CCOC2=CC=C(C=C2)C(=O)C3=C(SC4=C3C=CC(=C4)O)C5=CC=C(C=C5)O. Drug 2: CC1=C2C(C(=O)C3(C(CC4C(C3C(C(C2(C)C)(CC1OC(=O)C(C(C5=CC=CC=C5)NC(=O)OC(C)(C)C)O)O)OC(=O)C6=CC=CC=C6)(CO4)OC(=O)C)O)C)O. Cell line: DU-145. Synergy scores: CSS=32.9, Synergy_ZIP=3.68, Synergy_Bliss=6.54, Synergy_Loewe=-45.4, Synergy_HSA=4.25. (5) Drug 1: CC12CCC(CC1=CCC3C2CCC4(C3CC=C4C5=CN=CC=C5)C)O. Drug 2: C(CC(=O)O)C(=O)CN.Cl. Cell line: ACHN. Synergy scores: CSS=-1.07, Synergy_ZIP=0.0408, Synergy_Bliss=-1.51, Synergy_Loewe=-2.38, Synergy_HSA=-3.05.